Dataset: Full USPTO retrosynthesis dataset with 1.9M reactions from patents (1976-2016). Task: Predict the reactants needed to synthesize the given product. (1) Given the product [Cl:53][C:52]1[C:47]([CH:11]([NH2:10])[C:12]2[CH:21]=[C:20]3[C:15]([CH:16]=[CH:17][C:18]([C:22]4[CH:27]=[CH:26][CH:25]=[CH:24][CH:23]=4)=[N:19]3)=[CH:14][CH:13]=2)=[N:48][CH:49]=[CH:50][N:51]=1, predict the reactants needed to synthesize it. The reactants are: COC1C=CC(C(C2C=CC(OC)=CC=2)=[N:10][CH2:11][C:12]2[CH:21]=[C:20]3[C:15]([CH:16]=[CH:17][C:18]([C:22]4[CH:27]=[CH:26][CH:25]=[CH:24][CH:23]=4)=[N:19]3)=[CH:14][CH:13]=2)=CC=1.C[Si](C)(C)N[Si](C)(C)C.[Na].Cl[C:47]1[C:52]([Cl:53])=[N:51][CH:50]=[CH:49][N:48]=1.Cl. (2) Given the product [CH2:25]([C:6]1([C:11]2[CH:16]=[CH:15][CH:14]=[C:13]([O:17][CH2:18][C:19]3[CH:20]=[CH:21][CH:22]=[CH:23][CH:24]=3)[CH:12]=2)[CH2:7][CH2:8][CH2:9][CH2:10][N:4]([CH2:1][CH2:2][OH:28])[C:5]1=[O:27])[CH3:26], predict the reactants needed to synthesize it. The reactants are: [CH2:1]([N:4]1[CH2:10][CH2:9][CH2:8][CH2:7][C:6]([CH2:25][CH3:26])([C:11]2[CH:16]=[CH:15][CH:14]=[C:13]([O:17][CH2:18][C:19]3[CH:24]=[CH:23][CH:22]=[CH:21][CH:20]=3)[CH:12]=2)[C:5]1=[O:27])[CH:2]=C.[O:28]=[O+][O-].[BH4-].[Na+]. (3) Given the product [CH3:16][C:14]1[CH:13]=[CH:12][C:11]([N:17]2[N:18]=[CH:19][CH:20]=[N:21]2)=[C:10]([CH:15]=1)[C:9]([NH:8][C@H:4]1[CH2:5][CH2:6][CH2:7][C@@H:3]1[NH:2][C:40]1[N:45]=[CH:44][C:43]([C:46]([F:49])([F:48])[F:47])=[CH:42][N:41]=1)=[O:22], predict the reactants needed to synthesize it. The reactants are: Cl.[NH2:2][C@H:3]1[CH2:7][CH2:6][CH2:5][C@@H:4]1[NH:8][C:9](=[O:22])[C:10]1[CH:15]=[C:14]([CH3:16])[CH:13]=[CH:12][C:11]=1[N:17]1[N:21]=[CH:20][CH:19]=[N:18]1.CN1C(=O)CCC1.CCN(C(C)C)C(C)C.Br[C:40]1[N:45]=[CH:44][C:43]([C:46]([F:49])([F:48])[F:47])=[CH:42][N:41]=1. (4) Given the product [C:1]([O:5][C:6](=[O:14])[NH:7][CH:8]1[CH2:13][CH2:12][N:11]([CH2:27][CH2:26][S:23]([CH3:22])(=[O:25])=[O:24])[CH2:10][CH2:9]1)([CH3:4])([CH3:2])[CH3:3], predict the reactants needed to synthesize it. The reactants are: [C:1]([O:5][C:6](=[O:14])[NH:7][CH:8]1[CH2:13][CH2:12][NH:11][CH2:10][CH2:9]1)([CH3:4])([CH3:3])[CH3:2].C(N(CC)CC)C.[CH3:22][S:23]([CH:26]=[CH2:27])(=[O:25])=[O:24]. (5) Given the product [CH:1]1[C:10]2[C:5](=[CH:6][CH:7]=[CH:8][CH:9]=2)[C:4]([C:11]2[CH:16]=[CH:15][N:14]=[C:13]([NH:17][C:18]3[C:19]([CH3:27])=[CH:20][CH:21]=[C:22]([NH2:24])[CH:23]=3)[N:12]=2)=[CH:3][N:2]=1, predict the reactants needed to synthesize it. The reactants are: [CH:1]1[C:10]2[C:5](=[CH:6][CH:7]=[CH:8][CH:9]=2)[C:4]([C:11]2[CH:16]=[CH:15][N:14]=[C:13]([NH:17][C:18]3[CH:23]=[C:22]([N+:24]([O-])=O)[CH:21]=[CH:20][C:19]=3[CH3:27])[N:12]=2)=[CH:3][N:2]=1.[H][H]. (6) Given the product [NH2:9][C@@H:6]1[CH2:5][CH2:4][C@H:3]([CH2:2][NH:1][C:22](=[O:23])[O:24][C:25]([CH3:28])([CH3:27])[CH3:26])[CH2:8][CH2:7]1, predict the reactants needed to synthesize it. The reactants are: [NH2:1][CH2:2][C@@H:3]1[CH2:8][CH2:7][C@H:6]([NH:9]C(=O)OCC2C=CC=CC=2)[CH2:5][CH2:4]1.[OH-].[Na+].[C:22](O[C:22]([O:24][C:25]([CH3:28])([CH3:27])[CH3:26])=[O:23])([O:24][C:25]([CH3:28])([CH3:27])[CH3:26])=[O:23].